Dataset: Forward reaction prediction with 1.9M reactions from USPTO patents (1976-2016). Task: Predict the product of the given reaction. (1) Given the reactants O1[C:9]2[CH2:8][CH2:7][N:6]([C:10]3[CH:11]=[C:12]([CH:15]=[CH:16][CH:17]=3)[C:13]#[N:14])[CH2:5][C:4]=2N=C1C1C=C(C=CC=1)C#N.[CH3:26][C:27]1[CH:28]=[CH:29][C:30]([C:33]2[O:34][C:35]3[CH2:36][NH:37][CH2:38][CH2:39][C:40]=3[N:41]=2)=[N:31][CH:32]=1.CC1C=CC(C(O)=O)=NC=1, predict the reaction product. The product is: [CH3:26][C:27]1[CH:28]=[CH:29][C:30]([C:33]2[O:34][C:35]3[CH2:36][NH:37][CH2:38][CH2:39][C:40]=3[N:41]=2)=[N:31][CH:32]=1.[CH3:26][C:27]1[CH:28]=[CH:29][C:30]([C:33]2[O:34][C:4]3[CH2:5][N:6]([C:10]4[CH:11]=[C:12]([CH:15]=[CH:16][CH:17]=4)[C:13]#[N:14])[CH2:7][CH2:8][C:9]=3[N:41]=2)=[N:31][CH:32]=1. (2) Given the reactants [C:1]1([C:7]2[CH:12]=[C:11]([C:13]3[CH:14]=[N:15][CH:16]=[CH:17][CH:18]=3)[N:10]=[N:9][C:8]=2[C:19]2[CH:26]=[CH:25][C:22]([CH:23]=O)=[CH:21][CH:20]=2)[CH:6]=[CH:5][CH:4]=[CH:3][CH:2]=1.CN(C)C1N=NC(C2C=CC(C=O)=CC=2)=C(C2C=CC=CC=2)C=1.[NH:50]1[CH2:55][CH2:54][CH:53]([C:56]2[N:60]=[C:59]([C:61]3[CH:66]=[CH:65][CH:64]=[CH:63][N:62]=3)[NH:58][N:57]=2)[CH2:52][CH2:51]1.N1CCC(C2C=C(C3C=CC=CN=3)NN=2)CC1, predict the reaction product. The product is: [C:1]1([C:7]2[CH:12]=[C:11]([C:13]3[CH:14]=[N:15][CH:16]=[CH:17][CH:18]=3)[N:10]=[N:9][C:8]=2[C:19]2[CH:26]=[CH:25][C:22]([CH2:23][N:50]3[CH2:55][CH2:54][CH:53]([C:56]4[N:60]=[C:59]([C:61]5[CH:66]=[CH:65][CH:64]=[CH:63][N:62]=5)[NH:58][N:57]=4)[CH2:52][CH2:51]3)=[CH:21][CH:20]=2)[CH:6]=[CH:5][CH:4]=[CH:3][CH:2]=1.